From a dataset of Forward reaction prediction with 1.9M reactions from USPTO patents (1976-2016). Predict the product of the given reaction. Given the reactants [O:1]1[CH:5]2[O:6][CH2:7][CH2:8][CH:4]2[CH:3]([O:9][C:10](=[O:41])[NH:11][CH:12]([CH2:34][C:35]2[CH:40]=[CH:39][CH:38]=[CH:37][CH:36]=2)[CH:13]([OH:33])[CH2:14][N:15]([CH2:29][CH:30]([CH3:32])[CH3:31])[S:16]([C:19]2[CH:20]=[C:21]3[C:25](=[CH:26][CH:27]=2)[NH:24][C:23](=[O:28])[CH2:22]3)(=[O:18])=[O:17])[CH2:2]1.CO[CH:44](OC)[N:45]([CH3:47])[CH3:46], predict the reaction product. The product is: [O:1]1[CH:5]2[O:6][CH2:7][CH2:8][CH:4]2[CH:3]([O:9][C:10](=[O:41])[NH:11][CH:12]([CH2:34][C:35]2[CH:40]=[CH:39][CH:38]=[CH:37][CH:36]=2)[CH:13]([OH:33])[CH2:14][N:15]([S:16]([C:19]2[CH:20]=[C:21]3[C:25](=[CH:26][CH:27]=2)[NH:24][C:23](=[O:28])[C:22]3=[CH:44][N:45]([CH3:47])[CH3:46])(=[O:18])=[O:17])[CH2:29][CH:30]([CH3:31])[CH3:32])[CH2:2]1.